From a dataset of Full USPTO retrosynthesis dataset with 1.9M reactions from patents (1976-2016). Predict the reactants needed to synthesize the given product. (1) The reactants are: [C:1]([O:5][C:6]([N:8]1[CH2:13][CH2:12][C:11](=O)[CH2:10][CH2:9]1)=[O:7])([CH3:4])([CH3:3])[CH3:2].[OH:15][CH:16]1[CH2:21][CH2:20][NH:19][CH2:18][CH2:17]1.C(O)(=O)C.C(O[BH-](OC(=O)C)OC(=O)C)(=O)C.[Na+]. Given the product [C:1]([O:5][C:6]([N:8]1[CH2:13][CH2:12][CH:11]([N:19]2[CH2:20][CH2:21][CH:16]([OH:15])[CH2:17][CH2:18]2)[CH2:10][CH2:9]1)=[O:7])([CH3:4])([CH3:3])[CH3:2], predict the reactants needed to synthesize it. (2) Given the product [CH:27]1([N:9]([CH:6]2[CH2:5][CH2:4][N:3]([C:1]3[O:30][N:31]=[C:32]([CH2:33][CH3:34])[N:2]=3)[CH2:8][CH2:7]2)[C:10]([C:12]2[CH:13]=[N:14][C:15]([C:18]3[CH:19]=[N:20][C:21]([O:24][CH2:25][CH3:26])=[CH:22][CH:23]=3)=[N:16][CH:17]=2)=[O:11])[CH2:28][CH2:29]1, predict the reactants needed to synthesize it. The reactants are: [C:1]([N:3]1[CH2:8][CH2:7][CH:6]([N:9]([CH:27]2[CH2:29][CH2:28]2)[C:10]([C:12]2[CH:13]=[N:14][C:15]([C:18]3[CH:19]=[N:20][C:21]([O:24][CH2:25][CH3:26])=[CH:22][CH:23]=3)=[N:16][CH:17]=2)=[O:11])[CH2:5][CH2:4]1)#[N:2].[OH:30][NH:31][C:32](=N)[CH2:33][CH3:34]. (3) Given the product [N:13]([C:16](=[CH:7][C:6]1[CH:9]=[CH:10][CH:11]=[CH:12][C:5]=1[O:4][CH2:2][CH3:3])[C:17]([O:19][CH2:20][CH3:21])=[O:18])=[N+:14]=[N-:15], predict the reactants needed to synthesize it. The reactants are: [Na].[CH2:2]([O:4][C:5]1[CH:12]=[CH:11][CH:10]=[CH:9][C:6]=1[CH:7]=O)[CH3:3].[N:13]([CH2:16][C:17]([O:19][CH2:20][CH3:21])=[O:18])=[N+:14]=[N-:15]. (4) Given the product [CH3:1][O:2][C:3]1[CH:4]=[C:5]([NH:11][C:12]2[N:26]=[C:15]3[C:16]([N:20]4[CH2:25][CH2:24][N:23]([C:27](=[O:29])[CH3:28])[CH2:22][CH2:21]4)=[N:17][CH:18]=[CH:19][N:14]3[N:13]=2)[CH:6]=[C:7]([O:9][CH3:10])[CH:8]=1, predict the reactants needed to synthesize it. The reactants are: [CH3:1][O:2][C:3]1[CH:4]=[C:5]([NH:11][C:12]2[N:26]=[C:15]3[C:16]([N:20]4[CH2:25][CH2:24][NH:23][CH2:22][CH2:21]4)=[N:17][CH:18]=[CH:19][N:14]3[N:13]=2)[CH:6]=[C:7]([O:9][CH3:10])[CH:8]=1.[C:27]([O-])(=[O:29])[CH3:28]. (5) Given the product [Br:2][C:11]1[C:12]([O:29][CH3:30])=[N:13][CH:14]=[C:15]([CH2:27][OH:28])[C:16]=1[O:17][C:18]1[CH:19]=[C:20]([CH:23]=[C:24]([Cl:26])[CH:25]=1)[C:21]#[N:22], predict the reactants needed to synthesize it. The reactants are: [Li+].[Br-:2].C(ON=O)(C)(C)C.N[C:11]1[C:12]([O:29][CH3:30])=[N:13][CH:14]=[C:15]([CH2:27][OH:28])[C:16]=1[O:17][C:18]1[CH:19]=[C:20]([CH:23]=[C:24]([Cl:26])[CH:25]=1)[C:21]#[N:22].Br. (6) Given the product [F:22][C:23]1[CH:31]=[CH:30][C:26]([C:27]([NH:21][C:9]2[CH:10]=[CH:11][C:12]([O:13][CH2:14][C@@H:15]3[CH2:19][CH2:18][CH2:17][N:16]3[CH3:20])=[C:7]([C:6]3[N:2]([CH3:1])[N:3]=[CH:4][CH:5]=3)[CH:8]=2)=[O:28])=[CH:25][C:24]=1[CH3:32], predict the reactants needed to synthesize it. The reactants are: [CH3:1][N:2]1[C:6]([C:7]2[CH:8]=[C:9]([NH2:21])[CH:10]=[CH:11][C:12]=2[O:13][CH2:14][CH:15]2[CH2:19][CH2:18][CH2:17][N:16]2[CH3:20])=[CH:5][CH:4]=[N:3]1.[F:22][C:23]1[CH:31]=[CH:30][C:26]([C:27](Cl)=[O:28])=[CH:25][C:24]=1[CH3:32].C(N(CC)CC)C. (7) The reactants are: [CH:1]1([C:4]2[N:8]([CH2:9][C:10]3[C:15]([F:16])=[CH:14][C:13]([O:17][CH2:18][CH3:19])=[CH:12][C:11]=3[F:20])[N:7]=[C:6]([C:21]3[N:26]=[C:25]([NH:27][C:28]4[CH:33]=[CH:32][N:31]=[CH:30][CH:29]=4)[C:24]([O:34][CH2:35][CH2:36][CH2:37][S:38][CH3:39])=[CH:23][N:22]=3)[C:5]=2[CH3:40])[CH2:3][CH2:2]1.ClC1C=C(C(OO)=[O:49])C=CC=1.S([O-])([O-])(=O)=S.[Na+].[Na+]. Given the product [CH:1]1([C:4]2[N:8]([CH2:9][C:10]3[C:15]([F:16])=[CH:14][C:13]([O:17][CH2:18][CH3:19])=[CH:12][C:11]=3[F:20])[N:7]=[C:6]([C:21]3[N:26]=[C:25]([NH:27][C:28]4[CH:29]=[CH:30][N:31]=[CH:32][CH:33]=4)[C:24]([O:34][CH2:35][CH2:36][CH2:37][S:38]([CH3:39])=[O:49])=[CH:23][N:22]=3)[C:5]=2[CH3:40])[CH2:3][CH2:2]1, predict the reactants needed to synthesize it.